Dataset: Reaction yield outcomes from USPTO patents with 853,638 reactions. Task: Predict the reaction yield, written as a fraction of the theoretical maximum amount of product (1.0 means a 100% yield; for example, 0.34 means a 34% yield). (1) The reactants are [Br:1][C:2]1[CH:7]=[C:6]([CH:8]=O)[CH:5]=[CH:4][N:3]=1.Cl.[CH:11]1([NH:17][C:18]([CH:20]2[CH2:25][CH2:24][NH:23][CH2:22][CH2:21]2)=[O:19])[CH2:16][CH2:15][CH2:14][CH2:13][CH2:12]1.CCN(C(C)C)C(C)C.C(O[BH-](OC(=O)C)OC(=O)C)(=O)C.[Na+].C([O-])(O)=O.[Na+]. The catalyst is C(Cl)Cl. The product is [CH:11]1([NH:17][C:18]([CH:20]2[CH2:21][CH2:22][N:23]([CH2:8][C:6]3[CH:5]=[CH:4][N:3]=[C:2]([Br:1])[CH:7]=3)[CH2:24][CH2:25]2)=[O:19])[CH2:12][CH2:13][CH2:14][CH2:15][CH2:16]1. The yield is 0.580. (2) The reactants are Br[C:2]1[CH:7]=[CH:6][C:5]([C@H:8]2[CH2:11][C@H:10]([OH:12])[CH2:9]2)=[CH:4][CH:3]=1.[Cl:13][C:14]1[CH:22]=[C:21]2[C:17]([C:18]([C:23]([O:25][CH3:26])=[O:24])=[CH:19][NH:20]2)=[CH:16][C:15]=1B1OCC(C)(C)CO1.C(=O)([O-])[O-].[K+].[K+]. The catalyst is C1(C)C=CC=CC=1.C(O)C.C(OCC)(=O)C.O. The product is [Cl:13][C:14]1[CH:22]=[C:21]2[C:17]([C:18]([C:23]([O:25][CH3:26])=[O:24])=[CH:19][NH:20]2)=[CH:16][C:15]=1[C:2]1[CH:7]=[CH:6][C:5]([C@H:8]2[CH2:11][C@H:10]([OH:12])[CH2:9]2)=[CH:4][CH:3]=1. The yield is 0.610. (3) The reactants are O[Li].O.C[O:5][C:6]([C:8]1[CH:12]=[C:11]([C:13]2[CH:18]=[CH:17][CH:16]=[CH:15][CH:14]=2)[O:10][N:9]=1)=[O:7].C1COCC1.O. The catalyst is CO. The product is [C:13]1([C:11]2[O:10][N:9]=[C:8]([C:6]([OH:7])=[O:5])[CH:12]=2)[CH:14]=[CH:15][CH:16]=[CH:17][CH:18]=1. The yield is 0.846. (4) The reactants are [Br:1][C:2]1[CH:7]=[CH:6][C:5]([NH:8][C:9]2[S:10][C:11]3[CH:17]=[CH:16][CH:15]=[C:14](C)[C:12]=3[N:13]=2)=[C:4]([F:19])[CH:3]=1.BrC1C=CC(NC2SC3C=C(OC(F)(F)[F:39])C=CC=3N=2)=C(F)C=1.ClC1SC2C=C(F)C=CC=2N=1.FC1C=C(Br)C=CC=1N. No catalyst specified. The product is [Br:1][C:2]1[CH:7]=[CH:6][C:5]([NH:8][C:9]2[S:10][C:11]3[CH:17]=[C:16]([F:39])[CH:15]=[CH:14][C:12]=3[N:13]=2)=[C:4]([F:19])[CH:3]=1. The yield is 0.780. (5) The reactants are [O:1]([CH3:11])[CH:2]1[O:8][C@@H:7]([CH2:9][OH:10])[C@@H:5]([OH:6])[C@@H:3]1O.[H-].[Na+].[CH2:14](Br)[C:15]1[CH:20]=[CH:19][CH:18]=[CH:17][CH:16]=1.[CH3:22][OH:23]. The catalyst is O1CCCC1.[I-].C([N+](CCCC)(CCCC)CCCC)CCC. The product is [CH2:22]([O:23][C@H:3]1[C@H:5]([O:6][CH2:14][C:15]2[CH:20]=[CH:19][CH:18]=[CH:17][CH:16]=2)[C@H:7]([CH2:9][O:10][CH2:14][C:15]2[CH:20]=[CH:19][CH:18]=[CH:17][CH:16]=2)[O:8][CH:2]1[O:1][CH3:11])[C:15]1[CH:20]=[CH:19][CH:18]=[CH:17][CH:16]=1. The yield is 0.870.